The task is: Predict the product of the given reaction.. This data is from Forward reaction prediction with 1.9M reactions from USPTO patents (1976-2016). (1) Given the reactants [C:1]([O:5][C:6](=[O:26])[NH:7][C@H:8]([C:18]1[C:23]([Br:24])=[CH:22][CH:21]=[C:20](Br)[N:19]=1)[CH2:9][C:10]1[CH:15]=[C:14]([F:16])[CH:13]=[C:12]([F:17])[CH:11]=1)([CH3:4])([CH3:3])[CH3:2].[C:27]([C:29]1([OH:35])[CH2:34][CH2:33][O:32][CH2:31][CH2:30]1)#[CH:28], predict the reaction product. The product is: [C:1]([O:5][C:6](=[O:26])[NH:7][C@H:8]([C:18]1[C:23]([Br:24])=[CH:22][CH:21]=[C:20]([C:28]#[C:27][C:29]2([OH:35])[CH2:34][CH2:33][O:32][CH2:31][CH2:30]2)[N:19]=1)[CH2:9][C:10]1[CH:15]=[C:14]([F:16])[CH:13]=[C:12]([F:17])[CH:11]=1)([CH3:4])([CH3:3])[CH3:2]. (2) The product is: [CH3:1][O:2][C:3]1[CH:8]=[CH:7][C:6]([C:9]2[O:13][C:12]([C:14]3[S:15][CH:16]=[CH:17][CH:18]=3)=[N:11][C:10]=2[C:19]([NH2:29])=[O:21])=[CH:5][CH:4]=1. Given the reactants [CH3:1][O:2][C:3]1[CH:8]=[CH:7][C:6]([C:9]2[O:13][C:12]([C:14]3[S:15][CH:16]=[CH:17][CH:18]=3)=[N:11][C:10]=2[C:19]([OH:21])=O)=[CH:5][CH:4]=1.O.OC1C2N=N[NH:29]C=2C=CC=1.N.O1CCOCC1.Cl.CN(C)CCCN=C=NCC, predict the reaction product. (3) Given the reactants [O:1]1[CH2:6][CH:5]=[C:4]([C:7]2[CH:8]=[C:9]([CH:14]=[CH:15][C:16]=2[O:17]C2CCCCO2)[C:10]([O:12][CH3:13])=[O:11])[CH2:3][CH2:2]1.CC1C=CC(S([O-])(=O)=O)=CC=1.C1C=C[NH+]=CC=1, predict the reaction product. The product is: [O:1]1[CH2:2][CH:3]=[C:4]([C:7]2[CH:8]=[C:9]([CH:14]=[CH:15][C:16]=2[OH:17])[C:10]([O:12][CH3:13])=[O:11])[CH2:5][CH2:6]1. (4) The product is: [CH:1]([O:4][C:5]([N:7]1[CH2:12][CH2:11][CH:10]([O:13][C:14]2[C:19]([O:20][CH3:21])=[C:18]([NH:30][C:29]3[C:24]([CH3:23])=[N:25][C:26]([S:31]([CH3:34])(=[O:33])=[O:32])=[CH:27][CH:28]=3)[N:17]=[CH:16][N:15]=2)[CH2:9][CH2:8]1)=[O:6])([CH3:3])[CH3:2].[ClH:22]. Given the reactants [CH:1]([O:4][C:5]([N:7]1[CH2:12][CH2:11][CH:10]([O:13][C:14]2[C:19]([O:20][CH3:21])=[C:18]([Cl:22])[N:17]=[CH:16][N:15]=2)[CH2:9][CH2:8]1)=[O:6])([CH3:3])[CH3:2].[CH3:23][C:24]1[C:29]([NH2:30])=[CH:28][CH:27]=[C:26]([S:31]([CH3:34])(=[O:33])=[O:32])[N:25]=1.C(N1CCN2CCN(CC(C)C)P1N(CC(C)C)CC2)C(C)C.CC([O-])(C)C.[Na+], predict the reaction product. (5) Given the reactants CC1(C)C(C)(C)OB([C:9]2[CH:10]=[C:11]3[C:16](=[C:17]([O:19][CH2:20][O:21][CH2:22][CH2:23][Si:24]([CH3:27])([CH3:26])[CH3:25])[CH:18]=2)[N:15]=[CH:14][N:13]([CH2:28][O:29][CH2:30][CH2:31][Si:32]([CH3:35])([CH3:34])[CH3:33])[C:12]3=[O:36])O1.Br[C:39]1[CH:40]=[C:41]2[C:45](=[CH:46][CH:47]=1)[N:44]([CH3:48])[N:43]=[CH:42]2.C(=O)([O-])[O-].[K+].[K+], predict the reaction product. The product is: [CH3:48][N:44]1[C:45]2[C:41](=[CH:40][C:39]([C:9]3[CH:10]=[C:11]4[C:16](=[C:17]([O:19][CH2:20][O:21][CH2:22][CH2:23][Si:24]([CH3:26])([CH3:27])[CH3:25])[CH:18]=3)[N:15]=[CH:14][N:13]([CH2:28][O:29][CH2:30][CH2:31][Si:32]([CH3:35])([CH3:34])[CH3:33])[C:12]4=[O:36])=[CH:47][CH:46]=2)[CH:42]=[N:43]1. (6) The product is: [O:21]=[S:17]1(=[O:22])[CH2:18][CH2:19][CH2:20][N:16]1[C:14]1[CH:13]=[CH:12][C:11]([C:23]([N:25]2[CH2:30][CH2:29][N:28]([C:31]3[C:36]([CH3:37])=[CH:35][C:34]([CH3:38])=[C:33]([CH3:39])[N:32]=3)[CH2:27][CH2:26]2)=[O:24])=[C:10]([C:9]([N:8]2[CH2:6][CH2:51][CH2:50][CH2:49]2)=[O:40])[CH:15]=1. Given the reactants C(O[C:6]([N:8](C(OC(C)(C)C)=O)[C:9](=[O:40])[C:10]1[CH:15]=[C:14]([N:16]2[CH2:20][CH2:19][CH2:18][S:17]2(=[O:22])=[O:21])[CH:13]=[CH:12][C:11]=1[C:23]([N:25]1[CH2:30][CH2:29][N:28]([C:31]2[C:36]([CH3:37])=[CH:35][C:34]([CH3:38])=[C:33]([CH3:39])[N:32]=2)[CH2:27][CH2:26]1)=[O:24])=O)(C)(C)C.N1C[CH2:51][CH2:50][CH2:49]1, predict the reaction product. (7) Given the reactants S(Cl)([Cl:3])=O.[Br:5][C:6]1[CH:11]=[C:10]([CH:12]([C:14]2[C:19]([F:20])=[CH:18][CH:17]=[C:16]([F:21])[C:15]=2[F:22])O)[C:9]([Cl:23])=[CH:8][N:7]=1, predict the reaction product. The product is: [Br:5][C:6]1[CH:11]=[C:10]([CH:12]([Cl:3])[C:14]2[C:19]([F:20])=[CH:18][CH:17]=[C:16]([F:21])[C:15]=2[F:22])[C:9]([Cl:23])=[CH:8][N:7]=1. (8) Given the reactants C1(OC)C=CC=CC=1.C(OC([N:16]1[CH2:21][CH2:20][CH:19]([CH2:22][O:23][CH2:24][CH:25]([NH:32][C:33]([C:35]2[CH:43]=[C:42]3[C:38]([C:39]([Cl:44])=[CH:40][NH:41]3)=[CH:37][CH:36]=2)=[O:34])[C:26]2[CH:31]=[CH:30][N:29]=[CH:28][CH:27]=2)[CH2:18][CH2:17]1)=O)(C)(C)C, predict the reaction product. The product is: [Cl:44][C:39]1[C:38]2[C:42](=[CH:43][C:35]([C:33]([NH:32][CH:25]([C:26]3[CH:31]=[CH:30][N:29]=[CH:28][CH:27]=3)[CH2:24][O:23][CH2:22][CH:19]3[CH2:18][CH2:17][NH:16][CH2:21][CH2:20]3)=[O:34])=[CH:36][CH:37]=2)[NH:41][CH:40]=1. (9) The product is: [Br:1][CH:2]([C:8]1[CH:13]=[CH:12][CH:11]=[C:10]([CH3:15])[N:9]=1)[C:3]([O:5][CH3:6])=[O:4]. Given the reactants [Br:1][CH:2]([C:8]1[CH:13]=[C:12](C)[CH:11]=[CH:10][N:9]=1)[C:3]([O:5][CH2:6]C)=[O:4].[CH3:15]COC(C)=O, predict the reaction product.